From a dataset of Catalyst prediction with 721,799 reactions and 888 catalyst types from USPTO. Predict which catalyst facilitates the given reaction. (1) Reactant: [C:1]([O:5][C:6]([N:8]1[CH2:12][C@H:11]([OH:13])[CH2:10][C@H:9]1[C:14]([OH:16])=[O:15])=[O:7])([CH3:4])([CH3:3])[CH3:2].[H-].[Na+].F[C:20]1[CH:25]=[CH:24][C:23]([C:26]2[S:27][C:28]3[C:33]([N:34]=2)=[CH:32][CH:31]=[C:30]([C:35]2([C:38]4[CH:43]=[CH:42][CH:41]=[CH:40][CH:39]=4)[CH2:37][CH2:36]2)[N:29]=3)=[CH:22][CH:21]=1. Product: [C:1]([O:5][C:6]([N:8]1[CH2:12][C@H:11]([O:13][C:20]2[CH:21]=[CH:22][C:23]([C:26]3[S:27][C:28]4[C:33]([N:34]=3)=[CH:32][CH:31]=[C:30]([C:35]3([C:38]5[CH:43]=[CH:42][CH:41]=[CH:40][CH:39]=5)[CH2:36][CH2:37]3)[N:29]=4)=[CH:24][CH:25]=2)[CH2:10][C@H:9]1[C:14]([OH:16])=[O:15])=[O:7])([CH3:4])([CH3:2])[CH3:3]. The catalyst class is: 31. (2) Reactant: [CH3:1][C:2]1([CH3:11])[O:6][CH:5]2[CH:7]=[CH:8][C:9](=[O:10])[CH:4]2[O:3]1.N1C=CC=CC=1.[I:18]I.O. Product: [I:18][C:8]1[C:9](=[O:10])[C@@H:4]2[O:3][C:2]([CH3:11])([CH3:1])[O:6][C@@H:5]2[CH:7]=1. The catalyst class is: 168. (3) Reactant: [NH2:1][C:2]1[CH:30]=[C:29]([F:31])[CH:28]=[CH:27][C:3]=1[C:4]([NH:6][C:7]1[CH:12]=[C:11]([S:13]([N:16]2[C:25]3[C:20](=[CH:21][CH:22]=[CH:23][CH:24]=3)[CH2:19][CH2:18][CH2:17]2)(=[O:15])=[O:14])[CH:10]=[CH:9][C:8]=1[Cl:26])=[O:5].ClCCl.Cl[C:36](Cl)([O:38]C(=O)OC(Cl)(Cl)Cl)Cl. Product: [Cl:26][C:8]1[CH:9]=[CH:10][C:11]([S:13]([N:16]2[C:25]3[C:20](=[CH:21][CH:22]=[CH:23][CH:24]=3)[CH2:19][CH2:18][CH2:17]2)(=[O:15])=[O:14])=[CH:12][C:7]=1[N:6]1[C:4](=[O:5])[C:3]2[C:2](=[CH:30][C:29]([F:31])=[CH:28][CH:27]=2)[NH:1][C:36]1=[O:38]. The catalyst class is: 6. (4) Reactant: O=[C:2]1[C:11]2[C:6](=[CH:7][CH:8]=[C:9]([C@@H:12]3[CH2:21][CH2:20][C@@:14]4([NH:18][C:17](=[O:19])[O:16][CH2:15]4)[CH2:13]3)[CH:10]=2)[CH2:5][CH:4]([C:22]([O:24][CH3:25])=[O:23])[CH2:3]1. Product: [O:19]=[C:17]1[O:16][CH2:15][C@:14]2([CH2:20][CH2:21][C@@H:12]([C:9]3[CH:10]=[C:11]4[C:6](=[CH:7][CH:8]=3)[CH2:5][CH:4]([C:22]([O:24][CH3:25])=[O:23])[CH2:3][CH2:2]4)[CH2:13]2)[NH:18]1. The catalyst class is: 320.